Dataset: Reaction yield outcomes from USPTO patents with 853,638 reactions. Task: Predict the reaction yield, written as a fraction of the theoretical maximum amount of product (1.0 means a 100% yield; for example, 0.34 means a 34% yield). (1) The product is [N:19]1[CH:24]=[CH:23][CH:22]=[C:21]([C:5]2[CH:6]=[C:7]3[C:11](=[CH:12][CH:13]=2)[NH:10][N:9]=[C:8]3[C:14]2[NH:15][CH:16]=[CH:17][CH:18]=2)[CH:20]=1. The yield is 0.420. The reactants are ClCCl.Br[C:5]1[CH:6]=[C:7]2[C:11](=[CH:12][CH:13]=1)[NH:10][N:9]=[C:8]2[C:14]1[NH:15][CH:16]=[CH:17][CH:18]=1.[N:19]1[CH:24]=[CH:23][CH:22]=[C:21](B(O)O)[CH:20]=1.C([O-])([O-])=O.[Cs+].[Cs+]. The catalyst is CN(C=O)C.C1C=CC(P(C2C=CC=CC=2)[C-]2C=CC=C2)=CC=1.C1C=CC(P(C2C=CC=CC=2)[C-]2C=CC=C2)=CC=1.Cl[Pd]Cl.[Fe+2]. (2) The reactants are Cl[C:2]1[N:10]=[C:9]([C:11]([F:14])([F:13])[F:12])[N:8]=[C:7]2[C:3]=1[NH:4][CH:5]=[N:6]2.C[O-].[Na+].O.[C:19](OCC)(=[O:21])C. The catalyst is CO. The product is [CH3:19][O:21][C:2]1[N:10]=[C:9]([C:11]([F:14])([F:13])[F:12])[N:8]=[C:7]2[C:3]=1[NH:4][CH:5]=[N:6]2. The yield is 0.490.